From a dataset of Reaction yield outcomes from USPTO patents with 853,638 reactions. Predict the reaction yield, written as a fraction of the theoretical maximum amount of product (1.0 means a 100% yield; for example, 0.34 means a 34% yield). (1) The reactants are Cl[C:2]1[C:11]2[C:6](=[CH:7][CH:8]=[C:9]([N+:12]([O-:14])=[O:13])[CH:10]=2)[CH:5]=[CH:4][N:3]=1.[CH3:15][O-:16].[Na+]. The catalyst is CO. The product is [CH3:15][O:16][C:2]1[C:11]2[C:6](=[CH:7][CH:8]=[C:9]([N+:12]([O-:14])=[O:13])[CH:10]=2)[CH:5]=[CH:4][N:3]=1. The yield is 0.810. (2) The reactants are C[O:2][C:3]1[C:4]([CH3:11])=[C:5]([CH:8]=[CH:9][CH:10]=1)[C:6]#[N:7].[I-].[NH4+].B(Cl)(Cl)Cl. The catalyst is ClCCl. The product is [OH:2][C:3]1[C:4]([CH3:11])=[C:5]([CH:8]=[CH:9][CH:10]=1)[C:6]#[N:7]. The yield is 0.910. (3) The reactants are Cl[CH2:2][C:3]1[N:7]([CH3:8])[N:6]=[N:5][N:4]=1.[C:9]1(=[O:19])[NH:13][C:12](=[O:14])[C:11]2=[CH:15][CH:16]=[CH:17][CH:18]=[C:10]12.[K].[I-].[Na+].O. The catalyst is CN(C)C=O. The product is [CH3:8][N:7]1[C:3]([CH2:2][N:13]2[C:9](=[O:19])[C:10]3[C:11](=[CH:15][CH:16]=[CH:17][CH:18]=3)[C:12]2=[O:14])=[N:4][N:5]=[N:6]1. The yield is 0.0400. (4) The reactants are [CH2:1]([O:3][C:4]([C:6]1[CH:10]=[C:9]([C:11]2[CH:16]=[CH:15][CH:14]=[CH:13][C:12]=2[O:17][CH2:18][C:19]2[CH:24]=[CH:23][CH:22]=[CH:21][CH:20]=2)[NH:8][N:7]=1)=[O:5])[CH3:2].[C:25]([O-])([O-])=O.[K+].[K+].CI. The catalyst is CN(C=O)C. The product is [CH2:1]([O:3][C:4]([C:6]1[CH:10]=[C:9]([C:11]2[CH:16]=[CH:15][CH:14]=[CH:13][C:12]=2[O:17][CH2:18][C:19]2[CH:24]=[CH:23][CH:22]=[CH:21][CH:20]=2)[N:8]([CH3:25])[N:7]=1)=[O:5])[CH3:2]. The yield is 0.960. (5) The reactants are [Cl:1][C:2]1[CH:7]=[CH:6][CH:5]=[CH:4][C:3]=1[CH:8]1[CH2:13][CH:12]([NH:14][C:15](=[O:22])[C:16]2[CH:21]=[CH:20][CH:19]=[CH:18][N:17]=2)[CH:11]([OH:23])[CH2:10][CH2:9]1.CC(OI1(OC(C)=O)(OC(C)=O)OC(=O)C2C=CC=CC1=2)=O. The catalyst is ClCCl. The product is [Cl:1][C:2]1[CH:7]=[CH:6][CH:5]=[CH:4][C:3]=1[CH:8]1[CH2:13][CH:12]([NH:14][C:15](=[O:22])[C:16]2[CH:21]=[CH:20][CH:19]=[CH:18][N:17]=2)[C:11](=[O:23])[CH2:10][CH2:9]1. The yield is 0.830. (6) The reactants are [CH3:1][CH:2]([CH3:14])[CH:3](O)[CH2:4][CH2:5][NH:6][C:7]1[CH:12]=[CH:11][CH:10]=[CH:9][CH:8]=1.[OH-].[Na+]. The catalyst is OS(O)(=O)=O. The product is [CH3:1][C:2]1([CH3:14])[CH2:3][CH2:4][CH2:5][NH:6][C:7]2[CH:12]=[CH:11][CH:10]=[CH:9][C:8]1=2. The yield is 0.0800. (7) The reactants are [F:1][C:2]1[CH:11]=[CH:10][CH:9]=[C:8]2[C:3]=1[C:4](=O)[NH:5][CH:6]=[N:7]2.CN(C=O)C.S(Cl)([Cl:20])=O. No catalyst specified. The product is [ClH:20].[Cl:20][C:4]1[C:3]2[C:8](=[CH:9][CH:10]=[CH:11][C:2]=2[F:1])[N:7]=[CH:6][N:5]=1. The yield is 0.950.